This data is from NCI-60 drug combinations with 297,098 pairs across 59 cell lines. The task is: Regression. Given two drug SMILES strings and cell line genomic features, predict the synergy score measuring deviation from expected non-interaction effect. (1) Drug 1: C1=CC(=CC=C1CCC2=CNC3=C2C(=O)NC(=N3)N)C(=O)NC(CCC(=O)O)C(=O)O. Drug 2: C1CC(=O)NC(=O)C1N2C(=O)C3=CC=CC=C3C2=O. Cell line: MCF7. Synergy scores: CSS=31.8, Synergy_ZIP=0.377, Synergy_Bliss=-0.102, Synergy_Loewe=-10.5, Synergy_HSA=-0.486. (2) Drug 1: CC1C(C(CC(O1)OC2CC(CC3=C2C(=C4C(=C3O)C(=O)C5=C(C4=O)C(=CC=C5)OC)O)(C(=O)CO)O)N)O.Cl. Drug 2: CN(CCCl)CCCl.Cl. Cell line: HOP-62. Synergy scores: CSS=7.15, Synergy_ZIP=-1.64, Synergy_Bliss=3.36, Synergy_Loewe=-21.6, Synergy_HSA=-2.48. (3) Drug 1: CCC1(CC2CC(C3=C(CCN(C2)C1)C4=CC=CC=C4N3)(C5=C(C=C6C(=C5)C78CCN9C7C(C=CC9)(C(C(C8N6C=O)(C(=O)OC)O)OC(=O)C)CC)OC)C(=O)OC)O.OS(=O)(=O)O. Drug 2: CC(C)(C#N)C1=CC(=CC(=C1)CN2C=NC=N2)C(C)(C)C#N. Cell line: HL-60(TB). Synergy scores: CSS=56.1, Synergy_ZIP=-5.18, Synergy_Bliss=-14.1, Synergy_Loewe=-26.7, Synergy_HSA=-13.2. (4) Drug 1: CC1C(C(CC(O1)OC2CC(OC(C2O)C)OC3=CC4=CC5=C(C(=O)C(C(C5)C(C(=O)C(C(C)O)O)OC)OC6CC(C(C(O6)C)O)OC7CC(C(C(O7)C)O)OC8CC(C(C(O8)C)O)(C)O)C(=C4C(=C3C)O)O)O)O. Drug 2: CC1C(C(CC(O1)OC2CC(CC3=C2C(=C4C(=C3O)C(=O)C5=CC=CC=C5C4=O)O)(C(=O)C)O)N)O. Cell line: HCC-2998. Synergy scores: CSS=71.5, Synergy_ZIP=1.40, Synergy_Bliss=6.08, Synergy_Loewe=-0.968, Synergy_HSA=6.36. (5) Drug 1: CC1=C2C(C(=O)C3(C(CC4C(C3C(C(C2(C)C)(CC1OC(=O)C(C(C5=CC=CC=C5)NC(=O)OC(C)(C)C)O)O)OC(=O)C6=CC=CC=C6)(CO4)OC(=O)C)OC)C)OC. Drug 2: CN1CCC(CC1)COC2=C(C=C3C(=C2)N=CN=C3NC4=C(C=C(C=C4)Br)F)OC. Cell line: ACHN. Synergy scores: CSS=46.7, Synergy_ZIP=-0.429, Synergy_Bliss=2.72, Synergy_Loewe=-1.83, Synergy_HSA=7.69. (6) Drug 1: C1CN(CCN1C(=O)CCBr)C(=O)CCBr. Drug 2: CC(C)NC(=O)C1=CC=C(C=C1)CNNC.Cl. Cell line: NCI-H322M. Synergy scores: CSS=1.28, Synergy_ZIP=-0.970, Synergy_Bliss=-3.47, Synergy_Loewe=1.30, Synergy_HSA=-2.67. (7) Drug 1: CC1=CC2C(CCC3(C2CCC3(C(=O)C)OC(=O)C)C)C4(C1=CC(=O)CC4)C. Drug 2: C1CN1P(=S)(N2CC2)N3CC3. Cell line: OVCAR-5. Synergy scores: CSS=-1.89, Synergy_ZIP=-2.06, Synergy_Bliss=-7.34, Synergy_Loewe=-19.1, Synergy_HSA=-10.7. (8) Drug 1: CC=C1C(=O)NC(C(=O)OC2CC(=O)NC(C(=O)NC(CSSCCC=C2)C(=O)N1)C(C)C)C(C)C. Drug 2: C(CN)CNCCSP(=O)(O)O. Cell line: M14. Synergy scores: CSS=37.8, Synergy_ZIP=1.05, Synergy_Bliss=-0.101, Synergy_Loewe=-49.6, Synergy_HSA=-0.853. (9) Synergy scores: CSS=2.10, Synergy_ZIP=0.670, Synergy_Bliss=3.49, Synergy_Loewe=-1.55, Synergy_HSA=0.644. Drug 2: C1=NC(=NC(=O)N1C2C(C(C(O2)CO)O)O)N. Drug 1: CN1CCC(CC1)COC2=C(C=C3C(=C2)N=CN=C3NC4=C(C=C(C=C4)Br)F)OC. Cell line: M14. (10) Drug 1: CC12CCC(CC1=CCC3C2CCC4(C3CC=C4C5=CN=CC=C5)C)O. Drug 2: C1=CC(=CC=C1CC(C(=O)O)N)N(CCCl)CCCl.Cl. Cell line: NCI-H226. Synergy scores: CSS=1.23, Synergy_ZIP=-2.20, Synergy_Bliss=-1.71, Synergy_Loewe=-5.30, Synergy_HSA=-3.74.